This data is from Catalyst prediction with 721,799 reactions and 888 catalyst types from USPTO. The task is: Predict which catalyst facilitates the given reaction. (1) Reactant: C([O:4][C:5]1[CH:10]=[CH:9][C:8]([NH:11][C:12](=O)[CH3:13])=[C:7]([NH:15][CH2:16][C:17]2[CH:22]=[CH:21][C:20]([O:23][CH2:24][CH2:25][CH2:26][CH2:27][CH3:28])=[CH:19][C:18]=2[Cl:29])[CH:6]=1)(=O)C.S(=O)(=O)(O)O. Product: [Cl:29][C:18]1[CH:19]=[C:20]([O:23][CH2:24][CH2:25][CH2:26][CH2:27][CH3:28])[CH:21]=[CH:22][C:17]=1[CH2:16][N:15]1[C:7]2[CH:6]=[C:5]([OH:4])[CH:10]=[CH:9][C:8]=2[N:11]=[C:12]1[CH3:13]. The catalyst class is: 8. (2) Reactant: [Cl:1][C:2]1[C:3]([O:12][C:13]2[CH:18]=[C:17]([O:19][CH:20]([CH3:22])[CH3:21])[CH:16]=[CH:15][C:14]=2[CH2:23][CH2:24][CH2:25][OH:26])=[N:4][CH:5]=[C:6]([C:8]([F:11])([F:10])[F:9])[CH:7]=1.[CH2:27]([N:29]1[C:33]([CH2:34][CH2:35][C:36]([O:38]CC)=[O:37])=[CH:32][C:31](O)=[N:30]1)[CH3:28].C(P(CCCC)CCCC)CCC.N(C(N1CCCCC1)=O)=NC(N1CCCCC1)=O.O1CCCC1CO.[OH-].[Na+].Cl. Product: [Cl:1][C:2]1[C:3]([O:12][C:13]2[CH:18]=[C:17]([O:19][CH:20]([CH3:21])[CH3:22])[CH:16]=[CH:15][C:14]=2[CH2:23][CH2:24][CH2:25][O:26][C:31]2[CH:32]=[C:33]([CH2:34][CH2:35][C:36]([OH:38])=[O:37])[N:29]([CH2:27][CH3:28])[N:30]=2)=[N:4][CH:5]=[C:6]([C:8]([F:11])([F:10])[F:9])[CH:7]=1. The catalyst class is: 7. (3) Reactant: [CH3:1][C:2]1[NH:6][N:5]=[CH:4][C:3]=1[N+:7]([O-:9])=[O:8].[CH3:10][C@H:11]1[CH2:13][O:12]1.C(=O)([O-])[O-].[Cs+].[Cs+]. Product: [CH3:1][C:2]1[N:6]([CH2:10][C@@H:11]([OH:12])[CH3:13])[N:5]=[CH:4][C:3]=1[N+:7]([O-:9])=[O:8]. The catalyst class is: 10.